Dataset: hERG Central: cardiac toxicity at 1µM, 10µM, and general inhibition. Task: Predict hERG channel inhibition at various concentrations. (1) The compound is COc1ccc(C(=O)CN2CCN(S(=O)(=O)c3cccc([N+](=O)[O-])c3)CC2)cc1. Results: hERG_inhib (hERG inhibition (general)): blocker. (2) The molecule is Cc1cc(C)n2cc(-c3ccc(Cl)cc3)c(C(=O)O)c2n1. Results: hERG_inhib (hERG inhibition (general)): blocker. (3) The molecule is COc1cc(-c2[nH]ncc2CN2CCN(Cc3cccs3)CC2)cc(OC)c1OC. Results: hERG_inhib (hERG inhibition (general)): blocker. (4) The compound is COCC1CCCN(Cc2cn(Cc3ccccc3)nc2-c2cc3ccccc3o2)C1. Results: hERG_inhib (hERG inhibition (general)): blocker. (5) The compound is N#Cc1ccccc1/C=N/Nc1nc(-c2ccccc2)c2cc(Br)ccc2n1. Results: hERG_inhib (hERG inhibition (general)): blocker.